This data is from Catalyst prediction with 721,799 reactions and 888 catalyst types from USPTO. The task is: Predict which catalyst facilitates the given reaction. (1) Reactant: Cl[CH2:2][C:3]([CH2:5][C:6]1[CH:11]=[CH:10][CH:9]=[CH:8][CH:7]=1)=[O:4].C(N(C(C)C)CC)(C)C.[N:21]1[CH:26]=[CH:25][CH:24]=[CH:23][C:22]=1[N:27]1[CH2:32][CH2:31][NH:30][CH2:29][CH2:28]1.N. Product: [C:6]1([CH2:5][C:3]([CH2:2][N:30]2[CH2:31][CH2:32][N:27]([C:22]3[CH:23]=[CH:24][CH:25]=[CH:26][N:21]=3)[CH2:28][CH2:29]2)=[O:4])[CH:11]=[CH:10][CH:9]=[CH:8][CH:7]=1. The catalyst class is: 11. (2) Reactant: [C:1]([O:4][C@H:5]1[C@H:10]2[CH2:11][C@H:7]([C@@H:8]([C:20]([O:22][CH3:23])=[O:21])[N:9]2[C@@H](C2C=CC=CC=2)C)[CH2:6]1)(=[O:3])[CH3:2].[H][H]. The catalyst class is: 105. Product: [C:1]([O:4][C@H:5]1[C@H:10]2[CH2:11][C@H:7]([C@@H:8]([C:20]([O:22][CH3:23])=[O:21])[NH:9]2)[CH2:6]1)(=[O:3])[CH3:2]. (3) Reactant: [CH:1]1([C:4]2[C:5]([N:24]([CH2:29][CH2:30][CH:31]([CH3:33])[CH3:32])[S:25]([CH3:28])(=[O:27])=[O:26])=[CH:6][C:7]3[O:11][C:10]([C:12]4[CH:17]=[CH:16][C:15]([F:18])=[CH:14][CH:13]=4)=[C:9]([C:19](=[NH:22])[NH:20][OH:21])[C:8]=3[CH:23]=2)[CH2:3][CH2:2]1.[C:34](N1C=CN=C1)(N1C=CN=C1)=[O:35].N12CCCN=C1CCCCC2. Product: [CH:1]1([C:4]2[C:5]([N:24]([CH2:29][CH2:30][CH:31]([CH3:33])[CH3:32])[S:25]([CH3:28])(=[O:27])=[O:26])=[CH:6][C:7]3[O:11][C:10]([C:12]4[CH:13]=[CH:14][C:15]([F:18])=[CH:16][CH:17]=4)=[C:9]([C:19]4[NH:22][C:34](=[O:35])[O:21][N:20]=4)[C:8]=3[CH:23]=2)[CH2:2][CH2:3]1. The catalyst class is: 12. (4) Reactant: C[O:2][C:3](=[O:22])[CH2:4][CH2:5][C:6]1[CH:11]=[CH:10][C:9]([NH:12][C:13]2[CH:18]=[CH:17][CH:16]=[CH:15][C:14]=2[C:19](=O)[CH3:20])=[CH:8][CH:7]=1.OS(O)(=O)=O.C([O-])([O-])=O.[K+].[K+]. Product: [CH3:20][C:19]1[C:14]2[C:13]([N:12]=[C:9]3[C:10]=1[CH:11]=[C:6]([CH2:5][CH2:4][C:3]([OH:2])=[O:22])[CH:7]=[CH:8]3)=[CH:18][CH:17]=[CH:16][CH:15]=2. The catalyst class is: 15.